The task is: Predict which catalyst facilitates the given reaction.. This data is from Catalyst prediction with 721,799 reactions and 888 catalyst types from USPTO. (1) Reactant: [CH3:1][O:2][C:3]1[CH:4]=[C:5]([CH:7]=[CH:8][C:9]=1[C:10]1[O:14][CH:13]=[N:12][CH:11]=1)[NH2:6].[C:15]([O:19][C:20]([N:22]1[CH2:26][CH2:25][CH:24]([CH:27]([CH3:29])[CH3:28])[CH:23]1[C:30](O)=[O:31])=[O:21])([CH3:18])([CH3:17])[CH3:16].C(N(CC)C(C)C)(C)C.CN(C(ON1N=NC2C=CC=NC1=2)=[N+](C)C)C.F[P-](F)(F)(F)(F)F.C([O-])(O)=O.[Na+]. Product: [CH:27]([CH:24]1[CH2:25][CH2:26][N:22]([C:20]([O:19][C:15]([CH3:18])([CH3:17])[CH3:16])=[O:21])[CH:23]1[C:30](=[O:31])[NH:6][C:5]1[CH:7]=[CH:8][C:9]([C:10]2[O:14][CH:13]=[N:12][CH:11]=2)=[C:3]([O:2][CH3:1])[CH:4]=1)([CH3:29])[CH3:28]. The catalyst class is: 4. (2) Reactant: Cl[C:2]1[C:7]2[CH:8]=[C:9]([C:11]([O:13][CH3:14])=[O:12])[NH:10][C:6]=2[CH:5]=[CH:4][N:3]=1.CC(C1C=C(C(C)C)C(C2C=CC=CC=2P([CH:40]2[CH2:45][CH2:44][CH2:43][CH2:42][CH2:41]2)[CH:40]2[CH2:45][CH2:44][CH2:43][CH2:42][CH2:41]2)=C(C(C)C)C=1)C.[F-].[K+].[O:51]1CCO[CH2:53][CH2:52]1. Product: [CH2:52]([O:51][C:40]1[CH:45]=[C:44]([C:2]2[C:7]3[CH:8]=[C:9]([C:11]([O:13][CH3:14])=[O:12])[NH:10][C:6]=3[CH:5]=[CH:4][N:3]=2)[CH:43]=[CH:42][CH:41]=1)[CH3:53]. The catalyst class is: 318.